This data is from Experimentally validated miRNA-target interactions with 360,000+ pairs, plus equal number of negative samples. The task is: Binary Classification. Given a miRNA mature sequence and a target amino acid sequence, predict their likelihood of interaction. (1) The miRNA is hsa-miR-7851-3p with sequence UACCUGGGAGACUGAGGUUGGA. The protein sequence of the target gene is MDPSVTLWQFLLQLLREQGNGHIISWTSRDGGEFKLVDAEEVARLWGLRKNKTNMNYDKLSRALRYYYDKNIIRKVSGQKFVYKFVSYPEVAGCSTEDCPPQPEVSVTSTMPNVAPAAIHAAPGDTVSGKPGTPKGAGMAGPGGLARSSRNEYMRSGLYSTFTIQSLQPQPPPHPRPAVVLPSAAPAGAAAPPSGSRSTSPSPLEACLEAEEAGLPLQVILTPPEAPNLKSEELNVEPGLGRALPPEVKVEGPKEELEVAGERGFVPETTKAEPEVPPQEGVPARLPAVVMDTAGQAGGH.... Result: 1 (interaction). (2) The miRNA is hsa-miR-6862-3p with sequence CCUCACCCAGCUCUCUGGCCCUCU. The protein sequence of the target gene is MAKRTFSTLEAFLIFLLVIMTVITVALLTLLFVTSGTIENHKDSGNHWFSTTLGSTTTQPPPITQTPNFPSFRNFSGYYIGVGRADCTGQVSDINLMGYGKNGQNARGLLTRLFSRAFILADPDGSNRMAFVSVELCMISQRLRLEVLKRLESKYGSLYRRDNVILSAIHTHSGPAGFFQYTLYILASEGFSNRTFQYIVSGIMKSIDIAHTNLKPGKIFINKGNVANVQINRSPSSYLLNPQSERARYSSNTDKEMLVLKLVDLNGEDLGLISWFAIHPVSMNNSNHFVNSDNMGYAAY.... Result: 0 (no interaction). (3) The miRNA is hsa-miR-6855-3p with sequence AGACUGACCUUCAACCCCACAG. The protein sequence of the target gene is MSRGGSYPHLLWDVRKRSLGLEDPSRLRSRYLGRREFIQRLKLEATLNVHDGCVNTICWNDTGEYILSGSDDTKLVISNPYSRKVLTTIRSGHRANIFSAKFLPCTNDKQIVSCSGDGVIFYTNVEQDAETNRQCQFTCHYGTTYEIMTVPNDPYTFLSCGEDGTVRWFDTRIKTSCTKEDCKDDILINCRRAATSVAICPPIPYYLAVGCSDSSVRIYDRRMLGTRATGNYAGRGTTGMVARFIPSHLNNKSCRVTSLCYSEDGQEILVSYSSDYIYLFDPKDDTARELKTPSAEERRE.... Result: 0 (no interaction). (4) The miRNA is hsa-miR-888-3p with sequence GACUGACACCUCUUUGGGUGAA. The protein sequence of the target gene is MGTAAAAAAAGEGARGPSPAAVSLGLGVAVVSSLVNGSTFVLQKKGIVRAKRRGTSYLTDIVWWAGTIAMAVGQIGNFLAYTAVPTVLVTPLGALGVPFGSILASYLLKEKLNILGKLGCLLSCAGSVVLIIHSPKSESVTTQAELEEKLTNPVFVGYLCIVLLMLLLLIFWIAPAHGPTNIMVYISICSLLGSFTVPSTKGIGLAAQDILHNNPSSQRALCLCLVLLAVLGCSIIVQFRYINKALECFDSSVFGAIYYVVFTTLVLLASAILFREWSNVGLVDFLGMACGFTTVSVGIV.... Result: 0 (no interaction). (5) The miRNA is hsa-miR-1910-3p with sequence GAGGCAGAAGCAGGAUGACA. The protein sequence of the target gene is MPPSGPRGTLLLLPLLLLLLLRAVLAVPLERGAPNKEETPATESPDTGLYYHRYLQEVIDVLETDGHFREKLQAANAEDIKSGKLSRELDFVSHHVRTKLDELKRQEVSRLRMLLKAKMDAEQDPNVQVDHLNLLKQFEHLDPQNQHTFEARDLELLIQTATRDLAQYDAAHHEEFKRYEMLKEHERRRYLESLGEEQRKEAERKLEEQQRRHREHPKVNVPGSQAQLKEVWEELDGLDPNRFNPKTFFILHDINSDGVLDEQELEALFTKELEKVYDPKNEEDDMREMEEERLRMREHV.... Result: 1 (interaction). (6) The miRNA is hsa-miR-2682-3p with sequence CGCCUCUUCAGCGCUGUCUUCC. The protein sequence of the target gene is MGKKTKRTADSSSSEDEEEYVVEKVLDRRVVKGQVEYLLKWKGFSEEHNTWEPEKNLDCPELISEFMKKYKKMKEGENNKPREKSESNKRKSNFSNSADDIKSKKKREQSNDIARGFERGLEPEKIIGATDSCGDLMFLMKWKDTDEADLVLAKEANVKCPQIVIAFYEERLTWHAYPEDAENKEKETAKS. Result: 1 (interaction). (7) The miRNA is hsa-let-7g-3p with sequence CUGUACAGGCCACUGCCUUGC. The protein sequence of the target gene is MVLCVQGPRPLLAVERTGQRPLWAPSLELPKPVMQPLPAGAFLEEVAEGTPAQTESEPKVLDPEEDLLCIAKTFSYLRESGWYWGSITASEARQHLQKMPEGTFLVRDSTHPSYLFTLSVKTTRGPTNVRIEYADSSFRLDSNCLSRPRILAFPDVVSLVQHYVASCTADTRSDSPDPAPTPALPMPKEDAPSDPALPAPPPATAVHLKLVQPFVRRSSARSLQHLCRLVINRLVADVDCLPLPRRMADYLRQYPFQL. Result: 0 (no interaction).